From a dataset of Catalyst prediction with 721,799 reactions and 888 catalyst types from USPTO. Predict which catalyst facilitates the given reaction. (1) Reactant: Br[C:2]1[S:6][C:5]([N:7]([C:15]2[CH:20]=[C:19]([CH3:21])[CH:18]=[C:17]([CH3:22])[CH:16]=2)[C:8](=[O:14])[O:9][C:10]([CH3:13])([CH3:12])[CH3:11])=[N:4][CH:3]=1.[CH3:23][Sn:24]([CH3:30])([CH3:29])[Sn:24]([CH3:30])([CH3:29])[CH3:23]. Product: [CH3:22][C:17]1[CH:16]=[C:15]([N:7]([C:5]2[S:6][C:2]([Sn:24]([CH3:30])([CH3:29])[CH3:23])=[CH:3][N:4]=2)[C:8](=[O:14])[O:9][C:10]([CH3:13])([CH3:12])[CH3:11])[CH:20]=[C:19]([CH3:21])[CH:18]=1. The catalyst class is: 184. (2) Reactant: [NH:1]1[CH:5]=[C:4]([C:6]2[CH:7]=[C:8]([C@H:12]([NH:14][C:15](=[O:21])[O:16][C:17]([CH3:20])([CH3:19])[CH3:18])[CH3:13])[CH:9]=[CH:10][CH:11]=2)[CH:3]=[N:2]1.C(=O)([O-])[O-].[K+].[K+].Br[CH2:29][CH2:30][C:31]1[CH:36]=[CH:35][CH:34]=[CH:33][CH:32]=1. Product: [CH2:29]([N:1]1[CH:5]=[C:4]([C:6]2[CH:7]=[C:8]([C@H:12]([NH:14][C:15](=[O:21])[O:16][C:17]([CH3:20])([CH3:19])[CH3:18])[CH3:13])[CH:9]=[CH:10][CH:11]=2)[CH:3]=[N:2]1)[CH2:30][C:31]1[CH:36]=[CH:35][CH:34]=[CH:33][CH:32]=1. The catalyst class is: 444. (3) Reactant: [Cl:1][C:2]1[CH:12]=[CH:11][C:5]2[NH:6][C:7](=[O:10])[CH2:8][O:9][C:4]=2[CH:3]=1.[C:13](O[C:13]([O:15][C:16]([CH3:19])([CH3:18])[CH3:17])=[O:14])([O:15][C:16]([CH3:19])([CH3:18])[CH3:17])=[O:14].CCOC(C)=O. Product: [Cl:1][C:2]1[CH:12]=[CH:11][C:5]2[N:6]([C:13]([O:15][C:16]([CH3:19])([CH3:18])[CH3:17])=[O:14])[C:7](=[O:10])[CH2:8][O:9][C:4]=2[CH:3]=1. The catalyst class is: 251. (4) Reactant: [CH3:1][C:2]([CH3:35])([CH3:34])[C:3]([NH:5][C:6]1[C:11]([CH2:12][C:13]2[CH:18]=[C:17]([O:19][CH3:20])[C:16]([O:21][CH3:22])=[C:15]([O:23]C)[C:14]=2[CH:25]=[O:26])=[CH:10][N:9]=[C:8]([NH:27][C:28](=[O:33])[C:29]([CH3:32])([CH3:31])[CH3:30])[N:7]=1)=[O:4].[Al+3].[Cl-].[Cl-].[Cl-].[Na+].[I-].C(#N)C. Product: [CH3:1][C:2]([CH3:35])([CH3:34])[C:3]([NH:5][C:6]1[C:11]([CH2:12][C:13]2[CH:18]=[C:17]([O:19][CH3:20])[C:16]([O:21][CH3:22])=[C:15]([OH:23])[C:14]=2[CH:25]=[O:26])=[CH:10][N:9]=[C:8]([NH:27][C:28](=[O:33])[C:29]([CH3:32])([CH3:31])[CH3:30])[N:7]=1)=[O:4]. The catalyst class is: 2. (5) Reactant: [CH:1]([NH:4][CH2:5][C:6]([NH:8][CH2:9][C:10]1[CH:15]=[C:14]([C:16]2[CH:21]=[CH:20][C:19]([C:22]([F:25])([F:24])[F:23])=[CH:18][CH:17]=2)[N:13]=[CH:12][N:11]=1)=[O:7])([CH3:3])[CH3:2].C(N(CC)C(C)C)(C)C.[N:35]1[CH:40]=[CH:39][N:38]=[CH:37][C:36]=1[S:41](Cl)(=[O:43])=[O:42].C(OCC)(=O)C. Product: [CH:1]([N:4]([S:41]([C:36]1[CH:37]=[N:38][CH:39]=[CH:40][N:35]=1)(=[O:43])=[O:42])[CH2:5][C:6]([NH:8][CH2:9][C:10]1[CH:15]=[C:14]([C:16]2[CH:17]=[CH:18][C:19]([C:22]([F:24])([F:25])[F:23])=[CH:20][CH:21]=2)[N:13]=[CH:12][N:11]=1)=[O:7])([CH3:3])[CH3:2]. The catalyst class is: 2. (6) Reactant: [CH3:1][C:2]1([CH3:18])[CH:7]2[CH2:8][CH:3]1[CH2:4][CH2:5][CH:6]2[CH2:9][CH2:10][N:11]1[CH2:16][CH2:15][C:14](=O)[CH2:13][CH2:12]1.[F:19][C:20]1[CH:21]=[C:22]([CH:24]=[CH:25][CH:26]=1)[NH2:23].C[Si]([C:31]#[N:32])(C)C.N. The catalyst class is: 15. Product: [CH3:1][C:2]1([CH3:18])[CH:7]2[CH2:8][CH:3]1[CH2:4][CH2:5][CH:6]2[CH2:9][CH2:10][N:11]1[CH2:16][CH2:15][C:14]([NH:23][C:22]2[CH:24]=[CH:25][CH:26]=[C:20]([F:19])[CH:21]=2)([C:31]#[N:32])[CH2:13][CH2:12]1. (7) Reactant: [OH:1][C:2]1[C:11]([C:12](=[O:25])/[CH:13]=[CH:14]/[C:15]2[CH:20]=[CH:19][C:18]([O:21]COC)=[CH:17][CH:16]=2)=[C:10]([O:26][CH3:27])[CH:9]=[C:8]2[C:3]=1[CH:4]=[CH:5][C:6]([CH3:34])([CH2:28][CH2:29][CH:30]=[C:31]([CH3:33])[CH3:32])[O:7]2. Product: [OH:1][C:2]1[C:11]([C:12](=[O:25])/[CH:13]=[CH:14]/[C:15]2[CH:20]=[CH:19][C:18]([OH:21])=[CH:17][CH:16]=2)=[C:10]([O:26][CH3:27])[CH:9]=[C:8]2[C:3]=1[CH:4]=[CH:5][C:6]([CH3:34])([CH2:28][CH2:29][CH:30]=[C:31]([CH3:33])[CH3:32])[O:7]2. The catalyst class is: 126.